This data is from Catalyst prediction with 721,799 reactions and 888 catalyst types from USPTO. The task is: Predict which catalyst facilitates the given reaction. (1) Reactant: [Cl:1][C:2]1[N:10]=[CH:9][C:8]([C:11]([F:14])([F:13])[F:12])=[CH:7][C:3]=1[C:4]([OH:6])=O.C(Cl)(=O)C(Cl)=O.[F:21][C:22]1[CH:28]=[CH:27][C:25]([NH2:26])=[CH:24][CH:23]=1. Product: [Cl:1][C:2]1[N:10]=[CH:9][C:8]([C:11]([F:14])([F:13])[F:12])=[CH:7][C:3]=1[C:4]([NH:26][C:25]1[CH:27]=[CH:28][C:22]([F:21])=[CH:23][CH:24]=1)=[O:6]. The catalyst class is: 59. (2) Reactant: [N:1]([O-:3])=[O:2].[Na+].[CH2:5](N)[CH2:6][CH2:7][CH2:8][CH2:9][CH2:10][CH2:11][CH2:12][CH2:13][CH2:14][CH2:15][CH2:16][CH2:17][CH2:18][CH2:19][CH2:20][CH2:21][CH3:22].O.O.C1(C=C(O)C=C(O)C=1)O.O. Product: [N+:1]([CH2:22][CH2:21][CH2:20][CH2:19][CH2:18][CH2:17][CH2:16][CH2:15][CH2:14][CH2:13][CH2:12][CH2:11][CH2:10][CH2:9][CH2:8][CH2:7][CH2:6][CH3:5])([O-:3])=[O:2]. The catalyst class is: 16. (3) Reactant: [H-].[Na+].[Br:3][C:4]1[CH:9]=[CH:8][C:7]([NH:10][C:11](=[O:13])[CH3:12])=[CH:6][CH:5]=1.CI.[C:16](=O)([O-])O.[Na+]. Product: [Br:3][C:4]1[CH:5]=[CH:6][C:7]([N:10]([CH3:16])[C:11](=[O:13])[CH3:12])=[CH:8][CH:9]=1. The catalyst class is: 9. (4) Reactant: C(N(C(C)C)C(C)C)C.Cl[C:11]([O:13][C:14]1[CH:19]=[CH:18][C:17]([CH2:20][C:21]2[CH:26]=[CH:25][C:24]([C:27]([F:30])([F:29])[F:28])=[CH:23][CH:22]=2)=[CH:16][CH:15]=1)=[O:12].[N:31]1[CH:36]=[CH:35][CH:34]=[CH:33][C:32]=1[CH2:37][N:38]1[CH2:43][CH2:42][NH:41][CH2:40][CH2:39]1. Product: [F:28][C:27]([F:30])([F:29])[C:24]1[CH:25]=[CH:26][C:21]([CH2:20][C:17]2[CH:18]=[CH:19][C:14]([O:13][C:11]([N:41]3[CH2:42][CH2:43][N:38]([CH2:37][C:32]4[CH:33]=[CH:34][CH:35]=[CH:36][N:31]=4)[CH2:39][CH2:40]3)=[O:12])=[CH:15][CH:16]=2)=[CH:22][CH:23]=1. The catalyst class is: 4.